This data is from Full USPTO retrosynthesis dataset with 1.9M reactions from patents (1976-2016). The task is: Predict the reactants needed to synthesize the given product. Given the product [Cl:1][C:2]1[C:3]([CH2:12][N:13]2[C:17]([CH:18]=[O:19])=[CH:16][C:15]([O:24][CH:25]([CH3:27])[CH3:26])=[N:14]2)=[N:4][CH:5]=[C:6]([C:8]([F:11])([F:9])[F:10])[CH:7]=1, predict the reactants needed to synthesize it. The reactants are: [Cl:1][C:2]1[C:3]([CH2:12][N:13]2[C:17]([C:18](N(OC)C)=[O:19])=[CH:16][C:15]([O:24][CH:25]([CH3:27])[CH3:26])=[N:14]2)=[N:4][CH:5]=[C:6]([C:8]([F:11])([F:10])[F:9])[CH:7]=1.[H-].C([Al+]CC(C)C)C(C)C.CO.[C@H](O)(C([O-])=O)[C@@H](O)C([O-])=O.[Na+].[K+].